This data is from Forward reaction prediction with 1.9M reactions from USPTO patents (1976-2016). The task is: Predict the product of the given reaction. (1) The product is: [CH2:38]([O:40][C:41](=[O:42])[CH2:43][N:44]1[CH2:49][CH2:48][N:47]([C:35](=[O:37])[CH2:34][C:26]2[CH:27]=[C:28]([O:32][CH3:33])[C:29]([O:30][CH3:31])=[C:24]([O:23][CH3:22])[CH:25]=2)[CH2:46][CH2:45]1)[CH3:39]. Given the reactants N#N.CCN=C=NCCCN(C)C.Cl.CCN(CC)CC.[CH3:22][O:23][C:24]1[CH:25]=[C:26]([CH2:34][C:35]([OH:37])=O)[CH:27]=[C:28]([O:32][CH3:33])[C:29]=1[O:30][CH3:31].[CH2:38]([O:40][C:41]([CH2:43][N:44]1[CH2:49][CH2:48][NH:47][CH2:46][CH2:45]1)=[O:42])[CH3:39], predict the reaction product. (2) Given the reactants [Cl-].[OH:2][NH3+:3].[C:4](=O)([O-])[OH:5].[Na+].CS(C)=O.C([O:16][C:17]([CH3:56])([CH3:55])[C:18]([O:20][C@H:21]1[CH2:26][CH2:25][C@H:24]([N:27]2[C:32](=[O:33])[C:31]([CH2:34][C:35]3[CH:40]=[CH:39][C:38]([C:41]4[CH:46]=[CH:45][CH:44]=[CH:43][C:42]=4[C:47]#[N:48])=[CH:37][CH:36]=3)=[C:30]([CH2:49][CH2:50][CH3:51])[N:29]3[N:52]=[CH:53][CH:54]=[C:28]23)[CH2:23][CH2:22]1)=[O:19])(=O)C, predict the reaction product. The product is: [OH:16][C:17]([CH3:55])([CH3:56])[C:18]([O:20][C@H:21]1[CH2:22][CH2:23][C@H:24]([N:27]2[C:32](=[O:33])[C:31]([CH2:34][C:35]3[CH:40]=[CH:39][C:38]([C:41]4[CH:46]=[CH:45][CH:44]=[CH:43][C:42]=4[C:47]4[NH:48][C:4](=[O:5])[O:2][N:3]=4)=[CH:37][CH:36]=3)=[C:30]([CH2:49][CH2:50][CH3:51])[N:29]3[N:52]=[CH:53][CH:54]=[C:28]23)[CH2:25][CH2:26]1)=[O:19]. (3) Given the reactants Cl[C:2]1[C:7]([C:8]([NH:10][CH:11]2[CH2:16][CH2:15][CH2:14][CH2:13][CH2:12]2)=[O:9])=[CH:6][CH:5]=[CH:4][N:3]=1.[CH:11]1([NH:10][C:8]([C:7]2[C:2](SCCC3C=CC=CN=3)=[N:3][CH:4]=[CH:5][CH:6]=2)=[O:9])[CH2:12][CH2:13][CH2:14][CH2:15][CH2:16]1.[C:41]1([CH2:47][CH2:48][SH:49])[CH:46]=[CH:45][CH:44]=[CH:43][CH:42]=1.C(=O)([O-])[O-].[Cs+].[Cs+], predict the reaction product. The product is: [CH:11]1([NH:10][C:8]([C:7]2[C:2]([S:49][CH2:48][CH2:47][C:41]3[CH:46]=[CH:45][CH:44]=[CH:43][CH:42]=3)=[N:3][CH:4]=[CH:5][CH:6]=2)=[O:9])[CH2:16][CH2:15][CH2:14][CH2:13][CH2:12]1. (4) The product is: [CH3:3][O:4][C:5]([C:7]1([CH:20]([O:22][S:31]([C:34]([F:37])([F:36])[F:35])(=[O:33])=[O:32])[CH3:21])[O:12][CH2:11][CH2:10][N:9]([C:13]([O:15][C:16]([CH3:18])([CH3:17])[CH3:19])=[O:14])[CH2:8]1)=[O:6]. Given the reactants [H-].[Na+].[CH3:3][O:4][C:5]([C:7]1([CH:20]([OH:22])[CH3:21])[O:12][CH2:11][CH2:10][N:9]([C:13]([O:15][C:16]([CH3:19])([CH3:18])[CH3:17])=[O:14])[CH2:8]1)=[O:6].C1C(Cl)=CN=C(N([S:31]([C:34]([F:37])([F:36])[F:35])(=[O:33])=[O:32])[S:31]([C:34]([F:37])([F:36])[F:35])(=[O:33])=[O:32])C=1, predict the reaction product. (5) Given the reactants [Br:1][C:2]1[CH:7]=[CH:6][C:5]([CH2:8]Br)=[CH:4][N:3]=1.[NH:10]1[CH2:14][CH2:13][CH2:12][CH2:11]1.C(=O)([O-])[O-].[K+].[K+].C(OCC)(=O)C, predict the reaction product. The product is: [Br:1][C:2]1[CH:7]=[CH:6][C:5]([CH2:8][N:10]2[CH2:14][CH2:13][CH2:12][CH2:11]2)=[CH:4][N:3]=1.